Task: Regression. Given a peptide amino acid sequence and an MHC pseudo amino acid sequence, predict their binding affinity value. This is MHC class II binding data.. Dataset: Peptide-MHC class II binding affinity with 134,281 pairs from IEDB (1) The peptide sequence is DDCVVRPIDDRFGLA. The MHC is DRB1_0301 with pseudo-sequence DRB1_0301. The binding affinity (normalized) is 0.471. (2) The peptide sequence is DYEYKVSKLVSRLVI. The MHC is DRB4_0101 with pseudo-sequence DRB4_0103. The binding affinity (normalized) is 0.504. (3) The peptide sequence is DIYNYMEPYVSKVDP. The MHC is HLA-DQA10501-DQB10301 with pseudo-sequence HLA-DQA10501-DQB10301. The binding affinity (normalized) is 0.151. (4) The peptide sequence is KLRSAGELELQFRRV. The MHC is DRB1_0101 with pseudo-sequence DRB1_0101. The binding affinity (normalized) is 0.217. (5) The peptide sequence is LIDDVIAILPVDELY. The MHC is HLA-DQA10102-DQB10502 with pseudo-sequence HLA-DQA10102-DQB10502. The binding affinity (normalized) is 0.501. (6) The MHC is DRB1_0101 with pseudo-sequence DRB1_0101. The peptide sequence is FGSMPALTIACMTVQ. The binding affinity (normalized) is 1.00. (7) The peptide sequence is KKRNLTIMDLHPGSG. The MHC is DRB3_0101 with pseudo-sequence DRB3_0101. The binding affinity (normalized) is 0.327. (8) The peptide sequence is GKWYLKAMTADQEVPE. The MHC is DRB1_0901 with pseudo-sequence DRB1_0901. The binding affinity (normalized) is 0.710. (9) The peptide sequence is ARRRRASEAPPTSHR. The MHC is HLA-DQA10102-DQB10602 with pseudo-sequence HLA-DQA10102-DQB10602. The binding affinity (normalized) is 0.